Dataset: Full USPTO retrosynthesis dataset with 1.9M reactions from patents (1976-2016). Task: Predict the reactants needed to synthesize the given product. (1) Given the product [NH2:26][C:22]1[O:1][C:2]2[C:10]([CH:17]([C:16]3[CH:19]=[CH:20][CH:21]=[C:14]([O:13][CH3:12])[CH:15]=3)[C:23]=1[C:24]#[N:25])=[CH:9][CH:8]=[C:7]1[N:6]([CH3:11])[CH:5]=[CH:4][C:3]=21, predict the reactants needed to synthesize it. The reactants are: [OH:1][C:2]1[CH:10]=[CH:9][CH:8]=[C:7]2[C:3]=1[CH:4]=[CH:5][N:6]2[CH3:11].[CH3:12][O:13][C:14]1[CH:15]=[C:16]([CH:19]=[CH:20][CH:21]=1)[CH:17]=O.[C:22](#[N:26])[CH2:23][C:24]#[N:25]. (2) Given the product [C:20]([O:23][C:24]([N:4]1[C:5]2[C:10](=[CH:9][C:8]([C:12]#[N:13])=[CH:7][CH:6]=2)[CH:11]=[C:3]1[CH:1]=[O:2])=[O:25])([CH3:22])([CH3:21])[CH3:19], predict the reactants needed to synthesize it. The reactants are: [CH:1]([C:3]1[NH:4][C:5]2[C:10]([CH:11]=1)=[CH:9][C:8]([C:12]#[N:13])=[CH:7][CH:6]=2)=[O:2].C1COCC1.[CH3:19][C:20]([O:23][C:24](O[C:24]([O:23][C:20]([CH3:22])([CH3:21])[CH3:19])=[O:25])=[O:25])([CH3:22])[CH3:21]. (3) Given the product [Br:49][C:42]1[CH:43]=[CH:44][CH:45]=[C:46]2[C:41]=1[N:40]=[C:39]([C:4]1[S:3][C:2]([CH3:1])=[CH:6][CH:5]=1)[CH:48]=[CH:47]2, predict the reactants needed to synthesize it. The reactants are: [CH3:1][C:2]1[S:3][C:4](Br)=[CH:5][CH:6]=1.[Li]CCCC.CCCCCC.C1C=CC(P(C2C=CC=CC=2)C2C=CC=CC=2)=CC=1.Br[C:39]1[CH:48]=[CH:47][C:46]2[C:41](=[C:42]([Br:49])[CH:43]=[CH:44][CH:45]=2)[N:40]=1.[NH4+].[Cl-]. (4) Given the product [F:34][C:15]1[CH:16]=[C:17]([N:21]2[CH2:25][C@H:24]([CH2:26][N:27]3[CH:31]=[C:30]([CH3:32])[N:29]=[N:28]3)[O:23][C:22]2=[O:33])[CH:18]=[C:19]([F:20])[C:14]=1[C:11]1[CH2:12][CH2:13][NH:8][CH2:9][CH:10]=1, predict the reactants needed to synthesize it. The reactants are: C([N:8]1[CH2:13][CH:12]=[C:11]([C:14]2[C:19]([F:20])=[CH:18][C:17]([N:21]3[CH2:25][C@H:24]([CH2:26][N:27]4[CH:31]=[C:30]([CH3:32])[N:29]=[N:28]4)[O:23][C:22]3=[O:33])=[CH:16][C:15]=2[F:34])[CH2:10][CH2:9]1)C1C=CC=CC=1.C(N(C(C)C)CC)(C)C.ClC(OC(Cl)=O)C. (5) The reactants are: [NH2:1][C:2]1[N:10]=[CH:9][N:8]=[C:7]2[C:3]=1[N:4]=[CH:5][N:6]2[C@@H:11]1[O:15][C@H:14]([CH2:16][N:17]([CH:35]2[CH2:38][CH2:37][CH2:36]2)[CH2:18][CH2:19][CH2:20][NH:21][C:22](NC2C=CC(C(C)(C)C)=CC=2)=[O:23])[C@@H:13]([OH:39])[C@H:12]1[OH:40].[C:41]1(=[O:45])[CH2:44][CH2:43][CH2:42]1.[BH3-]C#N.[Na+]. Given the product [NH2:1][C:2]1[N:10]=[CH:9][N:8]=[C:7]2[C:3]=1[N:4]=[CH:5][N:6]2[C@H:11]1[C@@H:12]2[O:40][C:12]([CH3:13])([CH3:11])[O:39][C@@H:13]2[C@@H:14]([CH2:16][N:17]([CH:35]2[CH2:38][CH2:37][CH2:36]2)[CH2:18][CH2:19][CH2:20][N:21]2[C:22](=[O:23])[C:43]3[C:44](=[CH:2][CH:3]=[CH:7][CH:42]=3)[C:41]2=[O:45])[O:15]1, predict the reactants needed to synthesize it. (6) The reactants are: [F:1][C:2]1[CH:7]=[CH:6][C:5]([CH:8]([C:14]2[CH:19]=[CH:18][C:17]([F:20])=[CH:16][CH:15]=2)[S:9][CH2:10][C:11]([OH:13])=O)=[CH:4][CH:3]=1.[CH:21]1([CH2:24][NH2:25])[CH2:23][CH2:22]1. Given the product [F:20][C:17]1[CH:18]=[CH:19][C:14]([CH:8]([C:5]2[CH:4]=[CH:3][C:2]([F:1])=[CH:7][CH:6]=2)[S:9][CH2:10][C:11]([NH:25][CH2:24][CH:21]2[CH2:23][CH2:22]2)=[O:13])=[CH:15][CH:16]=1, predict the reactants needed to synthesize it. (7) Given the product [CH3:19][N:20]([CH3:21])[C:11]1([C:15]#[N:16])[CH2:12][CH2:13][N:8]([CH2:7][C:1]2[CH:6]=[CH:5][CH:4]=[CH:3][CH:2]=2)[CH2:9][CH2:10]1, predict the reactants needed to synthesize it. The reactants are: [C:1]1([CH2:7][N:8]2[CH2:13][CH2:12][C:11](=O)[CH2:10][CH2:9]2)[CH:6]=[CH:5][CH:4]=[CH:3][CH:2]=1.[C-:15]#[N:16].[K+].Cl.[CH3:19][NH:20][CH3:21]. (8) Given the product [Si:25]([O:24][CH2:23][CH2:22][CH2:21][N:8]1[C:9](=[O:20])[C:10]2[N:11]([CH2:12][C:13]3[CH:18]=[CH:17][C:16]([Cl:19])=[CH:15][CH:14]=3)[C:3]([O:42][CH2:41][CH2:40][N:37]3[CH2:38][CH2:39][O:34][CH2:35][CH2:36]3)=[N:4][C:5]=2[N:6]([CH3:33])[C:7]1=[O:32])([C:28]([CH3:31])([CH3:30])[CH3:29])([CH3:26])[CH3:27], predict the reactants needed to synthesize it. The reactants are: [Na].Br[C:3]1[N:11]([CH2:12][C:13]2[CH:18]=[CH:17][C:16]([Cl:19])=[CH:15][CH:14]=2)[C:10]2[C:9](=[O:20])[N:8]([CH2:21][CH2:22][CH2:23][O:24][Si:25]([C:28]([CH3:31])([CH3:30])[CH3:29])([CH3:27])[CH3:26])[C:7](=[O:32])[N:6]([CH3:33])[C:5]=2[N:4]=1.[O:34]1[CH2:39][CH2:38][N:37]([CH2:40][CH2:41][OH:42])[CH2:36][CH2:35]1. (9) Given the product [I:21][C:2]1[C:3]([CH3:20])=[C:4]([CH:12]=[C:13]([CH3:19])[C:14]=1[C:15]([O:17][CH3:18])=[O:16])[C:5]([O:7][C:8]([CH3:11])([CH3:10])[CH3:9])=[O:6], predict the reactants needed to synthesize it. The reactants are: N[C:2]1[C:3]([CH3:20])=[C:4]([CH:12]=[C:13]([CH3:19])[C:14]=1[C:15]([O:17][CH3:18])=[O:16])[C:5]([O:7][C:8]([CH3:11])([CH3:10])[CH3:9])=[O:6].[I:21]CI.N(OCCC(C)C)=O. (10) Given the product [NH2:23][C:18]1[CH:19]=[CH:20][CH:21]=[CH:22][C:17]=1[NH:24][C:6](=[O:8])/[CH:5]=[CH:4]/[C:3]1[CH:9]=[CH:10][CH:11]=[CH:12][C:2]=1[I:1], predict the reactants needed to synthesize it. The reactants are: [I:1][C:2]1[CH:12]=[CH:11][CH:10]=[CH:9][C:3]=1[CH:4]=[CH:5][C:6]([OH:8])=O.O=S(Cl)Cl.[C:17]1([NH2:24])[CH:22]=[CH:21][CH:20]=[CH:19][C:18]=1[NH2:23].CCN(CC)CC.